Dataset: Forward reaction prediction with 1.9M reactions from USPTO patents (1976-2016). Task: Predict the product of the given reaction. (1) Given the reactants [N:1]1[CH:6]=[CH:5][CH:4]=[C:3]([S:7]([N:10]2[CH2:14][CH2:13][CH2:12][C@H:11]2[CH2:15][OH:16])(=[O:9])=[O:8])[CH:2]=1.[OH:17][C:18]1[CH:25]=[CH:24][CH:23]=[C:22](O)[C:19]=1[CH:20]=[O:21].C1C=CC(P(C2C=CC=CC=2)C2C=CC=CC=2)=CC=1.CC(OC(/N=N/C(OC(C)C)=O)=O)C, predict the reaction product. The product is: [OH:17][C:18]1[CH:25]=[CH:24][CH:23]=[C:22]([O:16][CH2:15][C@@H:11]2[CH2:12][CH2:13][CH2:14][N:10]2[S:7]([C:3]2[CH:2]=[N:1][CH:6]=[CH:5][CH:4]=2)(=[O:9])=[O:8])[C:19]=1[CH:20]=[O:21]. (2) Given the reactants [C:1]([N:4]1[CH2:8][CH2:7][C:6]2([C:16]3[C:11](=[CH:12][CH:13]=[C:14]([CH:17]([OH:19])[CH3:18])[CH:15]=3)[N:10]([C:20]([NH:22][C:23]3[S:24][C:25]([Cl:28])=[CH:26][N:27]=3)=[O:21])[CH2:9]2)[CH2:5]1)(=[O:3])[CH3:2].CC(OI1(OC(C)=O)(OC(C)=O)OC(=O)C2C=CC=CC1=2)=O.S([O-])([O-])=O.[Na+].[Na+], predict the reaction product. The product is: [C:1]([N:4]1[CH2:8][CH2:7][C:6]2([C:16]3[C:11](=[CH:12][CH:13]=[C:14]([C:17](=[O:19])[CH3:18])[CH:15]=3)[N:10]([C:20]([NH:22][C:23]3[S:24][C:25]([Cl:28])=[CH:26][N:27]=3)=[O:21])[CH2:9]2)[CH2:5]1)(=[O:3])[CH3:2]. (3) Given the reactants [F:1][C:2]1[CH:3]=[C:4]2[C:9](=[CH:10][C:11]=1[F:12])[NH:8][CH:7]=[C:6]([C:13]#[N:14])[C:5]2=[O:15].FC1C=C(C(F)(F)F)C=CC=1CBr.[Cl:29][C:30]1[CH:37]=[CH:36][C:33]([CH2:34]Cl)=[C:32]([F:38])[CH:31]=1, predict the reaction product. The product is: [Cl:29][C:30]1[CH:37]=[CH:36][C:33]([CH2:34][N:8]2[C:9]3[C:4](=[CH:3][C:2]([F:1])=[C:11]([F:12])[CH:10]=3)[C:5](=[O:15])[C:6]([C:13]#[N:14])=[CH:7]2)=[C:32]([F:38])[CH:31]=1. (4) Given the reactants [NH:1]([C:3]([C:5]1[CH:10]=[CH:9][N:8]2[C:11]([C:14]3[CH:15]=[C:16]([NH:20][C:21]([NH:23][CH2:24][C:25]([F:28])([F:27])[F:26])=[O:22])[CH:17]=[CH:18][CH:19]=3)=[CH:12][N:13]=[C:7]2[CH:6]=1)=[O:4])[NH2:2].[OH-].[K+].[C:31](=S)=[S:32], predict the reaction product. The product is: [S:32]=[C:31]1[O:4][C:3]([C:5]2[CH:10]=[CH:9][N:8]3[C:11]([C:14]4[CH:15]=[C:16]([NH:20][C:21]([NH:23][CH2:24][C:25]([F:28])([F:27])[F:26])=[O:22])[CH:17]=[CH:18][CH:19]=4)=[CH:12][N:13]=[C:7]3[CH:6]=2)=[N:1][NH:2]1. (5) Given the reactants C[NH:2][CH2:3][CH2:4][NH:5][CH3:6].C(Cl)(Cl)Cl.[C:11]([C:13]1[CH:18]=[CH:17][C:16]([S:19](Cl)(=[O:21])=[O:20])=[CH:15][CH:14]=1)#[N:12].[C:23](=O)([O-])O.[Na+], predict the reaction product. The product is: [C:11]([C:13]1[CH:18]=[CH:17][C:16]([S:19]([NH:2][CH2:3][CH2:4][N:5]([CH3:6])[CH3:23])(=[O:21])=[O:20])=[CH:15][CH:14]=1)#[N:12].